From a dataset of Reaction yield outcomes from USPTO patents with 853,638 reactions. Predict the reaction yield, written as a fraction of the theoretical maximum amount of product (1.0 means a 100% yield; for example, 0.34 means a 34% yield). (1) The reactants are [Cl:1][C:2]1[CH:3]=[CH:4][C:5]([S:21][CH2:22][C:23]2[CH:28]=[CH:27][CH:26]=[C:25]([O:29]C)[CH:24]=2)=[C:6]([NH:8][S:9]([C:12]2[O:13][C:14]3[CH:20]=[CH:19][CH:18]=[CH:17][C:15]=3[CH:16]=2)(=[O:11])=[O:10])[CH:7]=1.B(Br)(Br)Br. The catalyst is C(Cl)Cl.CCOC(C)=O. The product is [Cl:1][C:2]1[CH:3]=[CH:4][C:5]([S:21][CH2:22][C:23]2[CH:28]=[CH:27][CH:26]=[C:25]([OH:29])[CH:24]=2)=[C:6]([NH:8][S:9]([C:12]2[O:13][C:14]3[CH:20]=[CH:19][CH:18]=[CH:17][C:15]=3[CH:16]=2)(=[O:11])=[O:10])[CH:7]=1. The yield is 0.640. (2) The reactants are [CH2:1]([N:3]([CH2:11][C:12]1[CH:13]=[N:14][CH:15]=[C:16]([C:19]2[CH:20]=[C:21]3[C:25](=[CH:26][CH:27]=2)[N:24](C2CCCCO2)[N:23]=[C:22]3[C:34]2[N:38](COCC[Si](C)(C)C)[C:37]([C:47]3[CH:52]=[CH:51][N:50]=[CH:49][CH:48]=3)=[N:36][CH:35]=2)[C:17]=1[CH3:18])C(=O)OC(C)(C)C)[CH3:2]. The catalyst is O.Cl.O1CCOCC1. The product is [CH3:18][C:17]1[C:16]([C:19]2[CH:20]=[C:21]3[C:25](=[CH:26][CH:27]=2)[NH:24][N:23]=[C:22]3[C:34]2[NH:38][C:37]([C:47]3[CH:52]=[CH:51][N:50]=[CH:49][CH:48]=3)=[N:36][CH:35]=2)=[CH:15][N:14]=[CH:13][C:12]=1[CH2:11][NH:3][CH2:1][CH3:2]. The yield is 0.310. (3) The reactants are [Cl:1][C:2]1[C:3]([N:12]2[CH2:17][CH2:16][N:15]([CH2:18][C:19]3[N:20]=[C:21]([CH3:24])[S:22][CH:23]=3)[CH2:14][CH2:13]2)=[C:4]([N+:9]([O-])=O)[C:5]([NH2:8])=[N:6][CH:7]=1.CCO.[C:28]([O:32][C:33]([N:35]1[CH2:40][CH2:39][N:38]([CH2:41][C:42]2[CH:47]=[CH:46][C:45]([CH:48]=O)=[CH:44][CH:43]=2)[CH2:37][CH2:36]1)=[O:34])([CH3:31])([CH3:30])[CH3:29].[O-]S(S([O-])=O)=O.[Na+].[Na+]. The catalyst is C(Cl)Cl.N.CN(C=O)C. The product is [Cl:1][C:2]1[C:3]([N:12]2[CH2:17][CH2:16][N:15]([CH2:18][C:19]3[N:20]=[C:21]([CH3:24])[S:22][CH:23]=3)[CH2:14][CH2:13]2)=[C:4]2[N:9]=[C:48]([C:45]3[CH:44]=[CH:43][C:42]([CH2:41][N:38]4[CH2:37][CH2:36][N:35]([C:33]([O:32][C:28]([CH3:29])([CH3:31])[CH3:30])=[O:34])[CH2:40][CH2:39]4)=[CH:47][CH:46]=3)[NH:8][C:5]2=[N:6][CH:7]=1. The yield is 0.180. (4) The reactants are C([O:8][C:9]1[C:14](=[O:15])[N:13]2[CH:16]=[C:17]([CH3:20])[CH:18]=[CH:19][C:12]2=[N:11][C:10]=1[C:21]1[O:22][C:23]([C:26]2[CH:27]=[C:28]([CH3:32])[CH:29]=[CH:30][CH:31]=2)=[N:24][N:25]=1)C1C=CC=CC=1.C[Si](I)(C)C.N#N.CO. The catalyst is C(#N)C.O. The product is [OH:8][C:9]1[C:14](=[O:15])[N:13]2[CH:16]=[C:17]([CH3:20])[CH:18]=[CH:19][C:12]2=[N:11][C:10]=1[C:21]1[O:22][C:23]([C:26]2[CH:27]=[C:28]([CH3:32])[CH:29]=[CH:30][CH:31]=2)=[N:24][N:25]=1. The yield is 0.886. (5) The reactants are Cl[C:2]1[N:7]=[C:6]([N:8]2[CH2:13][CH2:12][O:11][CH2:10][CH2:9]2)[N:5]=[C:4]([N:14]2[C:18]3[CH:19]=[CH:20][CH:21]=[C:22]([O:23][CH3:24])[C:17]=3[N:16]=[C:15]2[CH:25]([F:27])[F:26])[N:3]=1.[CH3:28][N:29]1[CH2:34][CH2:33][N:32]([S:35]([C:38]2[CH:43]=[CH:42][C:41](B(O)O)=[CH:40][CH:39]=2)(=[O:37])=[O:36])[CH2:31][CH2:30]1.C([O-])([O-])=O.[K+].[K+]. The catalyst is O1CCOCC1.O.C1C=CC(P(C2C=CC=CC=2)[C-]2C=CC=C2)=CC=1.C1C=CC(P(C2C=CC=CC=2)[C-]2C=CC=C2)=CC=1.Cl[Pd]Cl.[Fe+2]. The product is [F:27][CH:25]([F:26])[C:15]1[N:14]([C:4]2[N:3]=[C:2]([C:41]3[CH:42]=[CH:43][C:38]([S:35]([N:32]4[CH2:33][CH2:34][N:29]([CH3:28])[CH2:30][CH2:31]4)(=[O:36])=[O:37])=[CH:39][CH:40]=3)[N:7]=[C:6]([N:8]3[CH2:9][CH2:10][O:11][CH2:12][CH2:13]3)[N:5]=2)[C:18]2[CH:19]=[CH:20][CH:21]=[C:22]([O:23][CH3:24])[C:17]=2[N:16]=1. The yield is 0.310. (6) The reactants are [CH:1]1([N:7]2[CH2:12][CH2:11][CH2:10][CH2:9][C:8]2=[O:13])[CH2:6][CH2:5][CH2:4][CH2:3][CH2:2]1.Cl[CH2:15][C:16]1[C:25]2[C:20](=[CH:21][CH:22]=[CH:23][CH:24]=2)[CH:19]=[C:18]([O:26][CH3:27])[CH:17]=1. No catalyst specified. The product is [CH:1]1([N:7]2[CH2:12][CH2:11][CH2:10][CH:9]([CH2:15][C:16]3[C:25]4[C:20](=[CH:21][CH:22]=[CH:23][CH:24]=4)[CH:19]=[C:18]([O:26][CH3:27])[CH:17]=3)[C:8]2=[O:13])[CH2:2][CH2:3][CH2:4][CH2:5][CH2:6]1. The yield is 0.310. (7) The reactants are I[CH2:2][C@@H:3]([CH3:16])[CH2:4][N:5]1[C:10]2[CH:11]=[CH:12][CH:13]=[CH:14][C:9]=2[O:8][CH2:7][C:6]1=[O:15].[CH2:17]([CH:21]1[CH2:26][CH2:25][NH:24][CH2:23][CH2:22]1)[CH2:18][CH2:19][CH3:20]. The catalyst is CC#N. The product is [CH2:17]([CH:21]1[CH2:26][CH2:25][N:24]([CH2:2][C@@H:3]([CH3:16])[CH2:4][N:5]2[C:10]3[CH:11]=[CH:12][CH:13]=[CH:14][C:9]=3[O:8][CH2:7][C:6]2=[O:15])[CH2:23][CH2:22]1)[CH2:18][CH2:19][CH3:20]. The yield is 0.790.